Task: Predict the reactants needed to synthesize the given product.. Dataset: Full USPTO retrosynthesis dataset with 1.9M reactions from patents (1976-2016) (1) The reactants are: [C:1]1([C:7]2[O:11][N:10]=[C:9]([C:12]([OH:14])=[O:13])[CH:8]=2)[CH:6]=[CH:5][CH:4]=[CH:3][CH:2]=1.[Si](C=[N+]=[N-])(C)(C)[CH3:16]. Given the product [C:1]1([C:7]2[O:11][N:10]=[C:9]([C:12]([O:14][CH3:16])=[O:13])[CH:8]=2)[CH:2]=[CH:3][CH:4]=[CH:5][CH:6]=1, predict the reactants needed to synthesize it. (2) Given the product [F:36][C:34]1[CH:33]=[C:32]([F:37])[CH:31]=[C:30]2[C:35]=1[C:26]([NH:24][C:13]1[C:12]([C:4]3[CH:5]=[CH:6][C:7]([O:8][CH:9]([CH3:11])[CH3:10])=[C:2]([F:1])[CH:3]=3)=[CH:17][N:16]=[C:15]([N:18]3[CH2:19][CH2:20][O:21][CH2:22][CH2:23]3)[CH:14]=1)=[C:27]([CH3:45])[C:28]([C:38]1[CH:43]=[C:42]([CH3:44])[CH:41]=[CH:40][N:39]=1)=[N:29]2, predict the reactants needed to synthesize it. The reactants are: [F:1][C:2]1[CH:3]=[C:4]([C:12]2[C:13]([NH2:24])=[CH:14][C:15]([N:18]3[CH2:23][CH2:22][O:21][CH2:20][CH2:19]3)=[N:16][CH:17]=2)[CH:5]=[CH:6][C:7]=1[O:8][CH:9]([CH3:11])[CH3:10].Cl[C:26]1[C:35]2[C:30](=[CH:31][C:32]([F:37])=[CH:33][C:34]=2[F:36])[N:29]=[C:28]([C:38]2[CH:43]=[C:42]([CH3:44])[CH:41]=[CH:40][N:39]=2)[C:27]=1[CH3:45].C1(P(C2CCCCC2)C2C=CC=CC=2C2C(C(C)C)=CC(C(C)C)=CC=2C(C)C)CCCCC1.CC(C)([O-])C.[Na+]. (3) Given the product [ClH:17].[Br:1][C:2]1[CH:3]=[C:4]([CH2:14][CH2:15][NH:16][C:30]([C:27]2[CH:26]=[CH:25][C:24]([C:21]3[CH:22]=[CH:23][C:18]([Cl:17])=[CH:19][CH:20]=3)=[CH:29][CH:28]=2)=[O:31])[CH:5]=[CH:6][C:7]=1[CH2:8][N:9]1[CH2:10][CH2:11][CH2:12][CH2:13]1, predict the reactants needed to synthesize it. The reactants are: [Br:1][C:2]1[CH:3]=[C:4]([CH2:14][CH2:15][NH2:16])[CH:5]=[CH:6][C:7]=1[CH2:8][N:9]1[CH2:13][CH2:12][CH2:11][CH2:10]1.[Cl:17][C:18]1[CH:23]=[CH:22][C:21]([C:24]2[CH:29]=[CH:28][C:27]([C:30](O)=[O:31])=[CH:26][CH:25]=2)=[CH:20][CH:19]=1.Cl. (4) The reactants are: [C:1]([O:5][C:6](=[O:21])[NH:7][C@@H:8]([C:15]1[CH:20]=[CH:19][CH:18]=[CH:17][CH:16]=1)[C:9](N(OC)C)=[O:10])([CH3:4])([CH3:3])[CH3:2].[CH3:22][Mg+].[Br-]. Given the product [C:1]([O:5][C:6](=[O:21])[NH:7][C@@H:8]([C:15]1[CH:16]=[CH:17][CH:18]=[CH:19][CH:20]=1)[C:9](=[O:10])[CH3:22])([CH3:2])([CH3:3])[CH3:4], predict the reactants needed to synthesize it. (5) The reactants are: [Cl:1][C:2]1[CH:7]=[CH:6][C:5]([C:8]2[N:13]=[C:12]([C:14](OC)=[O:15])[CH:11]=[CH:10][C:9]=2[C:18]2[CH:23]=[CH:22][CH:21]=[CH:20][C:19]=2[CH3:24])=[CH:4][C:3]=1[O:25][CH2:26][CH2:27][CH2:28][N:29]([CH3:31])[CH3:30].[NH2:32][C:33]1([C:39]([OH:41])=[O:40])[CH2:38][CH2:37][CH2:36][CH2:35][CH2:34]1. Given the product [ClH:1].[Cl:1][C:2]1[CH:7]=[CH:6][C:5]([C:8]2[N:13]=[C:12]([C:14]([NH:32][C:33]3([C:39]([OH:41])=[O:40])[CH2:38][CH2:37][CH2:36][CH2:35][CH2:34]3)=[O:15])[CH:11]=[CH:10][C:9]=2[C:18]2[CH:23]=[CH:22][CH:21]=[CH:20][C:19]=2[CH3:24])=[CH:4][C:3]=1[O:25][CH2:26][CH2:27][CH2:28][N:29]([CH3:31])[CH3:30], predict the reactants needed to synthesize it. (6) Given the product [Cl:1][C:2]1[CH:7]=[CH:6][C:5]([C:8]2[CH:13]=[CH:12][C:11]([CH3:14])=[C:10]([CH:15]3[C:20](=[O:22])[CH2:19][O:18][C:17]([CH3:23])([CH3:24])[C:16]3=[O:21])[CH:9]=2)=[CH:4][CH:3]=1, predict the reactants needed to synthesize it. The reactants are: [Cl:1][C:2]1[CH:7]=[CH:6][C:5]([C:8]2[CH:13]=[CH:12][C:11]([CH3:14])=[C:10]([CH:15]=[C:16]3[O:21][C:20](=[O:22])[CH2:19][O:18][C:17]3([CH3:24])[CH3:23])[CH:9]=2)=[CH:4][CH:3]=1.C(N(CC)CC)C.[C-]#N.[K+]. (7) Given the product [CH3:23][C:22]1[CH:24]=[CH:25][C:19]([S:16]([O:1][CH2:2][CH2:3][CH2:4][C:5]2[C:13]3[C:8](=[CH:9][CH:10]=[C:11]([C:14]#[N:15])[CH:12]=3)[NH:7][CH:6]=2)(=[O:18])=[O:17])=[CH:20][CH:21]=1, predict the reactants needed to synthesize it. The reactants are: [OH:1][CH2:2][CH2:3][CH2:4][C:5]1[C:13]2[C:8](=[CH:9][CH:10]=[C:11]([C:14]#[N:15])[CH:12]=2)[NH:7][CH:6]=1.[S:16](Cl)([C:19]1[CH:25]=[CH:24][C:22]([CH3:23])=[CH:21][CH:20]=1)(=[O:18])=[O:17].